Dataset: Forward reaction prediction with 1.9M reactions from USPTO patents (1976-2016). Task: Predict the product of the given reaction. Given the reactants [CH3:1][O:2][C:3]1[C:47]([O:48][CH2:49][CH2:50][CH2:51][O:52][C:53]2[C:54]([O:90][CH3:91])=[CH:55][C:56]3[C:62](=[O:63])[N:61]4[CH:64]=[C:65]([C:67]5[CH:72]=[CH:71][C:70]([N:73]6[CH2:78][CH2:77][N:76]([CH3:79])[CH2:75][CH2:74]6)=[CH:69][CH:68]=5)[CH2:66][C@H:60]4[C:59](=O)[N:58](COCC[Si](C)(C)C)[C:57]=3[CH:89]=2)=[CH:46][C:6]2[N:7](COCC[Si](C)(C)C)[C:8](=O)[C@@H:9]3[CH2:15][C:14](/[CH:16]=[CH:17]/[CH2:18][NH:19][C:20](=[O:36])[O:21][CH2:22][CH:23]4[C:35]5[CH:34]=[CH:33][CH:32]=[CH:31][C:30]=5[C:29]5[C:24]4=[CH:25][CH:26]=[CH:27][CH:28]=5)=[CH:13][N:10]3[C:11](=[O:12])[C:5]=2[CH:4]=1.[Li+].[B-](CC)(CC)CC, predict the reaction product. The product is: [CH3:1][O:2][C:3]1[C:47]([O:48][CH2:49][CH2:50][CH2:51][O:52][C:53]2[C:54]([O:90][CH3:91])=[CH:55][C:56]3[C:62](=[O:63])[N:61]4[CH:64]=[C:65]([C:67]5[CH:68]=[CH:69][C:70]([N:73]6[CH2:74][CH2:75][N:76]([CH3:79])[CH2:77][CH2:78]6)=[CH:71][CH:72]=5)[CH2:66][C@H:60]4[CH:59]=[N:58][C:57]=3[CH:89]=2)=[CH:46][C:6]2[N:7]=[CH:8][C@@H:9]3[CH2:15][C:14](/[CH:16]=[CH:17]/[CH2:18][NH:19][C:20](=[O:36])[O:21][CH2:22][CH:23]4[C:35]5[CH:34]=[CH:33][CH:32]=[CH:31][C:30]=5[C:29]5[C:24]4=[CH:25][CH:26]=[CH:27][CH:28]=5)=[CH:13][N:10]3[C:11](=[O:12])[C:5]=2[CH:4]=1.